Task: Predict the reaction yield, written as a fraction of the theoretical maximum amount of product (1.0 means a 100% yield; for example, 0.34 means a 34% yield).. Dataset: Reaction yield outcomes from USPTO patents with 853,638 reactions The reactants are [Cl:1][C:2]1[CH:3]=[C:4]([N:8]2[CH:12]=[C:11]([CH2:13][OH:14])[CH:10]=[N:9]2)[CH:5]=[CH:6][CH:7]=1. The catalyst is C(Cl)Cl.O=[Mn]=O. The product is [Cl:1][C:2]1[CH:3]=[C:4]([N:8]2[CH:12]=[C:11]([CH:13]=[O:14])[CH:10]=[N:9]2)[CH:5]=[CH:6][CH:7]=1. The yield is 0.760.